This data is from Full USPTO retrosynthesis dataset with 1.9M reactions from patents (1976-2016). The task is: Predict the reactants needed to synthesize the given product. (1) Given the product [OH:20][C@H:17]1[CH2:18][CH2:19][N:15]([C:13]([O:12][C:8]([CH3:9])([CH3:10])[CH3:11])=[O:14])[C@@H:16]1[CH2:21][OH:22], predict the reactants needed to synthesize it. The reactants are: [Li+].[BH4-].C[Si](Cl)(C)C.[C:8]([O:12][C:13]([N:15]1[CH2:19][CH2:18][C@H:17]([OH:20])[C@H:16]1[C:21](O)=[O:22])=[O:14])([CH3:11])([CH3:10])[CH3:9]. (2) Given the product [C:33]([OH:48])(=[O:32])[CH3:34].[C:14]([C:11]1[CH:12]=[CH:13][C:8]([NH:7][CH:6]([C:5]2[NH:4][C:3](=[O:37])[N:45]([C:40]3[C:39]([CH3:38])=[CH:44][CH:43]=[CH:42][N:41]=3)[N:46]=2)[C:20]2[CH:25]=[CH:24][C:23]([O:26][CH2:27][C:28]([NH:29][CH3:30])=[O:31])=[C:22]([O:32][CH2:33][CH3:34])[CH:21]=2)=[CH:9][CH:10]=1)(=[NH:18])[NH2:15], predict the reactants needed to synthesize it. The reactants are: CO[C:3](=[O:37])[N:4]=[C:5](SC)[C:6]([C:20]1[CH:25]=[CH:24][C:23]([O:26][CH2:27][C:28](=[O:31])[NH:29][CH3:30])=[C:22]([O:32][CH2:33][CH3:34])[CH:21]=1)=[N:7][C:8]1[CH:13]=[CH:12][C:11]([C:14]2[N:18]=C(C)O[N:15]=2)=[CH:10][CH:9]=1.[CH3:38][C:39]1[C:40]([NH:45][NH2:46])=[N:41][CH:42]=[CH:43][CH:44]=1.C[O:48]C(=O)N=C(SC)C(C1C=C(OC)C2OCOCC=2C=1)=NC1C=CC(C2N=C(C)ON=2)=CC=1.N(C1N=CC=CN=1)N.